From a dataset of Catalyst prediction with 721,799 reactions and 888 catalyst types from USPTO. Predict which catalyst facilitates the given reaction. (1) Reactant: [H-].[Al+3].[Li+].[H-].[H-].[H-].[NH2:7][C:8]1[C:18]([N+:19]([O-])=O)=[CH:17][CH:16]=[CH:15][C:9]=1[C:10]([N:12]([CH3:14])[CH3:13])=O.[OH-].[Na+].[O-]S([O-])(=O)=O.[Na+].[Na+]. Product: [CH3:14][N:12]([CH2:10][C:9]1[CH:15]=[CH:16][CH:17]=[C:18]([NH2:19])[C:8]=1[NH2:7])[CH3:13]. The catalyst class is: 20. (2) Reactant: [CH3:1][O:2][C:3]1C=C[C:6](C[O:10][CH:11]2[CH2:15][CH:14]([NH:16][C:17](=[O:23])[O:18][C:19]([CH3:22])([CH3:21])[CH3:20])[CH:13]([NH:24][C:25](=[O:37])[C:26]3[CH:31]=[CH:30][CH:29]=[CH:28][C:27]=3[N:32]3[N:36]=[CH:35][CH:34]=[N:33]3)[CH2:12]2)=[CH:5][CH:4]=1.ClC1C(=O)C(C#N)=C(C#N)C(=[O:46])C=1Cl. Product: [CH2:5]([CH2:4][C:3]([O:2][CH3:1])=[O:46])[CH3:6].[OH:10][CH:11]1[CH2:15][CH:14]([NH:16][C:17](=[O:23])[O:18][C:19]([CH3:22])([CH3:21])[CH3:20])[CH:13]([NH:24][C:25](=[O:37])[C:26]2[CH:31]=[CH:30][CH:29]=[CH:28][C:27]=2[N:32]2[N:33]=[CH:34][CH:35]=[N:36]2)[CH2:12]1. The catalyst class is: 34. (3) Reactant: C[O:2][C:3](=[O:32])[CH2:4][O:5][C:6]1[CH:15]=[CH:14][C:13]([Cl:16])=[C:12]2[C:7]=1[C:8]([O:28][CH:29]([F:31])[F:30])=[C:9]([CH2:19][C:20]1[CH:25]=[CH:24][C:23]([Cl:26])=[CH:22][C:21]=1[F:27])[C:10]([CH2:17][CH3:18])=[N:11]2.[OH-].[Li+]. Product: [Cl:16][C:13]1[CH:14]=[CH:15][C:6]([O:5][CH2:4][C:3]([OH:32])=[O:2])=[C:7]2[C:12]=1[N:11]=[C:10]([CH2:17][CH3:18])[C:9]([CH2:19][C:20]1[CH:25]=[CH:24][C:23]([Cl:26])=[CH:22][C:21]=1[F:27])=[C:8]2[O:28][CH:29]([F:30])[F:31]. The catalyst class is: 7. (4) Reactant: [Si:1]([O:18][CH2:19][C:20]1[CH:21]=[C:22]2[C:26](=[CH:27][C:28]=1[S:29]([CH3:32])(=[O:31])=[O:30])[N:25](S(C)(=O)=O)[C:24]([C:37](=[O:41])[CH:38]([CH3:40])[CH3:39])=[CH:23]2)([C:14]([CH3:17])([CH3:16])[CH3:15])([C:8]1[CH:13]=[CH:12][CH:11]=[CH:10][CH:9]=1)[C:2]1[CH:7]=[CH:6][CH:5]=[CH:4][CH:3]=1.C([O-])([O-])=O.[Cs+].[Cs+]. Product: [Si:1]([O:18][CH2:19][C:20]1[CH:21]=[C:22]2[C:26](=[CH:27][C:28]=1[S:29]([CH3:32])(=[O:30])=[O:31])[NH:25][C:24]([C:37](=[O:41])[CH:38]([CH3:39])[CH3:40])=[CH:23]2)([C:14]([CH3:17])([CH3:16])[CH3:15])([C:8]1[CH:13]=[CH:12][CH:11]=[CH:10][CH:9]=1)[C:2]1[CH:7]=[CH:6][CH:5]=[CH:4][CH:3]=1. The catalyst class is: 36. (5) Reactant: [NH2:1][C:2]1[C:7]([CH3:8])=[CH:6][C:5]([OH:9])=[C:4]([CH3:10])[CH:3]=1.[OH-].[Na+].[Cl:13][C:14]1[N:19]=[C:18](Cl)[CH:17]=[CH:16][N:15]=1.[CH3:21]C(C)=O. Product: [Cl:13][C:14]1[N:15]=[C:16]([O:9][C:5]2[C:4]([CH3:10])=[CH:3][C:2]([NH2:1])=[C:7]([CH3:8])[CH:6]=2)[CH:17]=[C:18]([CH3:21])[N:19]=1. The catalyst class is: 6.